This data is from Forward reaction prediction with 1.9M reactions from USPTO patents (1976-2016). The task is: Predict the product of the given reaction. (1) Given the reactants [N:1]1[C:6]([CH3:7])=[CH:5][CH:4]=[CH:3][C:2]=1[CH3:8].[OH:9]O, predict the reaction product. The product is: [N+:1]1([O-:9])[C:6]([CH3:7])=[CH:5][CH:4]=[CH:3][C:2]=1[CH3:8]. (2) Given the reactants C(N(CC)CC)C.[C:8]1([NH:14][C:15]2[C:16]([NH2:21])=[N:17][CH:18]=[CH:19][CH:20]=2)[CH:13]=[CH:12][CH:11]=[CH:10][CH:9]=1.[C:22]([O:26][C:27]([NH:29][C@@H:30]([CH3:34])[C:31](O)=[O:32])=[O:28])([CH3:25])([CH3:24])[CH3:23].C1C=NC2N(O)N=NC=2C=1.Cl.CN(C)CCCN=C=NCC, predict the reaction product. The product is: [C:22]([O:26][C:27](=[O:28])[NH:29][C@H:30]([C:31](=[O:32])[NH:21][C:16]1[C:15]([NH:14][C:8]2[CH:9]=[CH:10][CH:11]=[CH:12][CH:13]=2)=[CH:20][CH:19]=[CH:18][N:17]=1)[CH3:34])([CH3:23])([CH3:24])[CH3:25]. (3) Given the reactants [NH:1]([C:3]1[N:8]=[CH:7][N:6]=[C:5]2[N:9]([C:12]3[CH:17]=[CH:16][CH:15]=[CH:14][N:13]=3)[N:10]=[CH:11][C:4]=12)[NH2:2].[CH:18]([C:20]1[CH:28]=[CH:27][C:23]([C:24]([OH:26])=[O:25])=[CH:22][CH:21]=1)=O.COC1N=C(N2C3=NC=NC(NN=CC4C=CN=CC=4)=C3C=N2)C=CC=1, predict the reaction product. The product is: [N:13]1[CH:14]=[CH:15][CH:16]=[CH:17][C:12]=1[N:9]1[C:5]2=[N:6][CH:7]=[N:8][C:3]([NH:1]/[N:2]=[CH:18]/[C:20]3[CH:28]=[CH:27][C:23]([C:24]([OH:26])=[O:25])=[CH:22][CH:21]=3)=[C:4]2[CH:11]=[N:10]1.